Dataset: Full USPTO retrosynthesis dataset with 1.9M reactions from patents (1976-2016). Task: Predict the reactants needed to synthesize the given product. (1) Given the product [C@@H:1]1([N:10]2[CH:17]=[C:16]([Br:18])[C:14](=[O:15])[NH:13][C:11]2=[O:12])[O:7][C@H:6]([CH2:8][OH:9])[C@@H:4]([OH:5])[C@@H:2]1[OH:3], predict the reactants needed to synthesize it. The reactants are: [C@@H:1]1([N:10]2[CH:17]=[CH:16][C:14](=[O:15])[NH:13][C:11]2=[O:12])[O:7][C@H:6]([CH2:8][OH:9])[C@@H:4]([OH:5])[C@@H:2]1[OH:3].[Br:18]N1C(=O)CCC1=O. (2) Given the product [NH:1]1[CH:5]=[CH:4][N:3]=[C:2]1[C@@H:6]([NH2:14])[CH2:7][C:8]1[CH:9]=[CH:10][CH:11]=[CH:12][CH:13]=1, predict the reactants needed to synthesize it. The reactants are: [NH:1]1[CH:5]=[CH:4][N:3]=[C:2]1[C@@H:6]([NH:14]C(=O)OC(C)(C)C)[CH2:7][C:8]1[CH:13]=[CH:12][CH:11]=[CH:10][CH:9]=1.Cl. (3) Given the product [F:1][C:2]1[CH:7]=[CH:6][CH:5]=[CH:4][C:3]=1[C:8]1[N:9]([S:27]([C:23]2[CH:22]=[N:21][CH:26]=[CH:25][CH:24]=2)(=[O:29])=[O:28])[CH:10]=[C:11]2[C:15](=[O:16])[CH2:14][C:13]([CH3:18])([CH3:17])[C:12]=12, predict the reactants needed to synthesize it. The reactants are: [F:1][C:2]1[CH:7]=[CH:6][CH:5]=[CH:4][C:3]=1[C:8]1[NH:9][CH:10]=[C:11]2[C:15](=[O:16])[CH2:14][C:13]([CH3:18])([CH3:17])[C:12]=12.[H-].[Na+].[N:21]1[CH:26]=[CH:25][CH:24]=[C:23]([S:27](Cl)(=[O:29])=[O:28])[CH:22]=1.O. (4) Given the product [CH2:13]([C:6]1[C:3]2[CH:4]=[CH:5][S:1][C:2]=2[C:9]([CH3:10])=[CH:8][C:7]=1[OH:12])[CH3:14], predict the reactants needed to synthesize it. The reactants are: [S:1]1[CH:5]=[CH:4][C:3]([CH:6]([CH2:13][CH3:14])[C:7](=[O:12])[CH2:8][C:9](=O)[CH3:10])=[CH:2]1.O.C1(C)C=CC(S(O)(=O)=O)=CC=1. (5) Given the product [OH:3][C:4]1[CH:5]=[CH:6][C:7]([CH:10]2[CH2:15][CH2:14][CH2:13][C:12](=[O:16])[CH2:11]2)=[CH:8][CH:9]=1, predict the reactants needed to synthesize it. The reactants are: Br.C[O:3][C:4]1[CH:9]=[CH:8][C:7]([CH:10]2[CH2:15][CH2:14][CH2:13][C:12](=[O:16])[CH2:11]2)=[CH:6][CH:5]=1. (6) The reactants are: [CH3:1][C:2]1[C:7]([C:8]([OH:10])=O)=[CH:6][N:5]=[C:4]([C:11]2[S:12][CH:13]=[CH:14][N:15]=2)[N:3]=1.[CH2:16]([C:18]1[C:26]2[C:21](=[N:22][CH:23]=[C:24]([F:27])[CH:25]=2)[N:20]([NH2:28])[CH:19]=1)[CH3:17].C[N+]1(C2N=C(OC)N=C(OC)N=2)CCOCC1.[Cl-]. Given the product [CH2:16]([C:18]1[C:26]2[C:21](=[N:22][CH:23]=[C:24]([F:27])[CH:25]=2)[N:20]([NH:28][C:8]([C:7]2[C:2]([CH3:1])=[N:3][C:4]([C:11]3[S:12][CH:13]=[CH:14][N:15]=3)=[N:5][CH:6]=2)=[O:10])[CH:19]=1)[CH3:17], predict the reactants needed to synthesize it.